This data is from Forward reaction prediction with 1.9M reactions from USPTO patents (1976-2016). The task is: Predict the product of the given reaction. (1) The product is: [N+:2]([C:5]1[CH:14]=[CH:13][CH:12]=[C:11]2[C:6]=1[CH:7]=[CH:8][C:9](=[O:16])[N:10]2[CH3:15])([O-:4])=[O:3]. Given the reactants [I-].[N+:2]([C:5]1[CH:14]=[CH:13][CH:12]=[C:11]2[C:6]=1[CH:7]=[CH:8][CH:9]=[N+:10]2[CH3:15])([O-:4])=[O:3].[OH2:16], predict the reaction product. (2) Given the reactants [H-].[Na+].[Br:3][C:4]1[CH:9]=[CH:8][CH:7]=[CH:6][C:5]=1[OH:10].[CH3:11][O:12][CH2:13]Cl.O, predict the reaction product. The product is: [Br:3][C:4]1[CH:9]=[CH:8][CH:7]=[CH:6][C:5]=1[O:10][CH2:11][O:12][CH3:13]. (3) Given the reactants [Br:1][C:2]1[CH:3]=[CH:4][C:5]([O:11][C:12]([F:15])([F:14])[F:13])=[C:6]([CH:10]=1)[C:7]([OH:9])=O.[NH2:16][CH:17]([CH2:21][C:22]1[C:30]2[C:25](=[CH:26][CH:27]=[CH:28][CH:29]=2)[NH:24][CH:23]=1)[CH2:18][C:19]#[N:20].C1C=CC2N(O)N=NC=2C=1.CCN=C=NCCCN(C)C.Cl, predict the reaction product. The product is: [C:19]([CH2:18][CH:17]([NH:16][C:7](=[O:9])[C:6]1[CH:10]=[C:2]([Br:1])[CH:3]=[CH:4][C:5]=1[O:11][C:12]([F:15])([F:14])[F:13])[CH2:21][C:22]1[C:30]2[C:25](=[CH:26][CH:27]=[CH:28][CH:29]=2)[NH:24][CH:23]=1)#[N:20]. (4) Given the reactants Cl.[CH2:2]([O:4][C:5](=[O:15])[C@H:6]([CH2:8][C:9]1[CH:14]=[CH:13][CH:12]=[CH:11][CH:10]=1)[NH2:7])[CH3:3].[C:16]([O:20][C:21]([N:23](C1C=CC=CC=1)[CH2:24][C:25](O)=[O:26])=[O:22])([CH3:19])([CH3:18])[CH3:17].C(N(C(C)C)CC)(C)C.N1(OC(N(C)C)=[N+](C)C)[C:47]2[CH:48]=[CH:49][CH:50]=[CH:51][C:46]=2N=N1, predict the reaction product. The product is: [CH2:2]([O:4][C:5](=[O:15])[C@@H:6]([NH:7][C:25](=[O:26])[CH:24]([NH:23][C:21]([O:20][C:16]([CH3:18])([CH3:17])[CH3:19])=[O:22])[C:46]1[CH:47]=[CH:48][CH:49]=[CH:50][CH:51]=1)[CH2:8][C:9]1[CH:14]=[CH:13][CH:12]=[CH:11][CH:10]=1)[CH3:3]. (5) Given the reactants [CH2:1]([CH:3]1[CH2:8][CH2:7][CH:6]([O:9][C:10]2[C:11]([C:22]([F:25])([F:24])[F:23])=[C:12]3[C:17](=[CH:18][CH:19]=2)[CH:16]=[C:15]([CH:20]=[O:21])[CH:14]=[CH:13]3)[CH2:5][CH2:4]1)[CH3:2].O1CC[CH2:28][CH2:27]1.CC(C)=O.C(=O)=O.C([Mg]Br)C.CCOCC, predict the reaction product. The product is: [CH2:1]([C@@H:3]1[CH2:4][CH2:5][C@H:6]([O:9][C:10]2[C:11]([C:22]([F:23])([F:24])[F:25])=[C:12]3[C:17](=[CH:18][CH:19]=2)[CH:16]=[C:15]([CH:20]([OH:21])[CH2:27][CH3:28])[CH:14]=[CH:13]3)[CH2:7][CH2:8]1)[CH3:2].